This data is from Peptide-MHC class I binding affinity with 185,985 pairs from IEDB/IMGT. The task is: Regression. Given a peptide amino acid sequence and an MHC pseudo amino acid sequence, predict their binding affinity value. This is MHC class I binding data. The peptide sequence is RDITAFEGL. The MHC is HLA-B15:01 with pseudo-sequence HLA-B15:01. The binding affinity (normalized) is 0.0847.